Dataset: Full USPTO retrosynthesis dataset with 1.9M reactions from patents (1976-2016). Task: Predict the reactants needed to synthesize the given product. Given the product [CH3:23][C:13]1[CH:18]=[CH:17][C:16]([S:19]([NH:1][C@@H:2]([CH2:6][C:7]2[CH:12]=[CH:11][CH:10]=[CH:9][N:8]=2)[C:3]([OH:5])=[O:4])(=[O:21])=[O:20])=[CH:15][CH:14]=1, predict the reactants needed to synthesize it. The reactants are: [NH2:1][C@@H:2]([CH2:6][C:7]1[CH:12]=[CH:11][CH:10]=[CH:9][N:8]=1)[C:3]([OH:5])=[O:4].[C:13]1([CH3:23])[CH:18]=[CH:17][C:16]([S:19](Cl)(=[O:21])=[O:20])=[CH:15][CH:14]=1.[OH-].[Na+].Cl.[Cl-].[Na+].